Dataset: Forward reaction prediction with 1.9M reactions from USPTO patents (1976-2016). Task: Predict the product of the given reaction. (1) Given the reactants C([N:8](C(OC(C)(C)C)=O)[C:9]1[N:17]=[CH:16][N:15]=[C:14]2[C:10]=1[NH:11][CH:12]=[N:13]2)(OC(C)(C)C)=O.[CH:25]1[CH:26]=[CH:27][C:28]([CH2:31][C@H:32]([NH2:47])[C:33]([NH:35][C@H:36]([C:44]([NH2:46])=[O:45])[CH2:37][C:38]2[CH:39]=[CH:40][CH:41]=[CH:42][CH:43]=2)=[O:34])=[CH:29][CH:30]=1, predict the reaction product. The product is: [N:17]1[C:9]([NH2:8])=[C:10]2[C:14]([N:13]=[CH:12][NH:11]2)=[N:15][CH:16]=1.[CH:25]1[CH:26]=[CH:27][C:28]([CH2:31][C@H:32]([NH2:47])[C:33]([NH:35][C@H:36]([C:44]([NH2:46])=[O:45])[CH2:37][C:38]2[CH:43]=[CH:42][CH:41]=[CH:40][CH:39]=2)=[O:34])=[CH:29][CH:30]=1. (2) Given the reactants [NH:1]1[C:5]2[CH:6]=[CH:7][CH:8]=[CH:9][C:4]=2[N:3]=[C:2]1[NH:10][C:11]1[CH:41]=[CH:40][C:14]([CH2:15][NH:16][C:17](=[O:39])[CH2:18][N:19]2[CH2:25][CH2:24][CH:23]([CH2:26][C:27]([O:29]C(C)(C)C)=[O:28])[C:22]3[CH:34]=[CH:35][CH:36]=[CH:37][C:21]=3[C:20]2=[O:38])=[CH:13][CH:12]=1.Cl, predict the reaction product. The product is: [NH:1]1[C:5]2[CH:6]=[CH:7][CH:8]=[CH:9][C:4]=2[N:3]=[C:2]1[NH:10][C:11]1[CH:12]=[CH:13][C:14]([CH2:15][NH:16][C:17](=[O:39])[CH2:18][N:19]2[CH2:25][CH2:24][CH:23]([CH2:26][C:27]([OH:29])=[O:28])[C:22]3[CH:34]=[CH:35][CH:36]=[CH:37][C:21]=3[C:20]2=[O:38])=[CH:40][CH:41]=1. (3) Given the reactants Br[C:2]1[CH:3]=[C:4]2[C:10]([C:11]3[CH:12]=[C:13]4[C:17](=[CH:18][CH:19]=3)NC=C4)=[CH:9][N:8](S(C3C=CC(C)=CC=3)(=O)=O)[C:5]2=[N:6][CH:7]=1.[CH3:30][N:31]1[CH2:36][CH2:35][N:34]([CH2:37][C:38]2[CH:43]=[CH:42][C:41](B3OC(C)(C)C(C)(C)O3)=[CH:40][CH:39]=2)[CH2:33][CH2:32]1.C([O-])([O-])=[O:54].[Na+].[Na+], predict the reaction product. The product is: [CH3:30][N:31]1[CH2:36][CH2:35][N:34]([CH2:37][C:38]2[CH:39]=[CH:40][C:41]([C:2]3[CH:3]=[C:4]4[C:10]([C:11]5[CH:12]=[CH:13][C:17]([OH:54])=[CH:18][CH:19]=5)=[CH:9][NH:8][C:5]4=[N:6][CH:7]=3)=[CH:42][CH:43]=2)[CH2:33][CH2:32]1. (4) Given the reactants O[CH2:2][CH2:3][CH2:4][CH2:5][NH:6][C:7]([C:9]1[CH:10]=[C:11]2[C:16](=[CH:17][CH:18]=1)[N:15]=[CH:14][CH:13]=[CH:12]2)=[O:8].C1(P(C2C=CC=CC=2)C2C=CC=CC=2)C=CC=CC=1.C(Br)(Br)(Br)[Br:39], predict the reaction product. The product is: [Br:39][CH2:2][CH2:3][CH2:4][CH2:5][NH:6][C:7]([C:9]1[CH:10]=[C:11]2[C:16](=[CH:17][CH:18]=1)[N:15]=[CH:14][CH:13]=[CH:12]2)=[O:8]. (5) Given the reactants [CH2:1]([N:5]([S:19]([C:22]1[CH:27]=[CH:26][C:25]([CH3:28])=[CH:24][CH:23]=1)(=[O:21])=[O:20])[C@H:6]([C:16]([OH:18])=[O:17])[CH2:7][CH2:8][CH2:9][CH2:10][NH:11][C:12](=[O:15])[CH2:13]I)[CH:2]([CH3:4])[CH3:3].CCN(C(C)C)C(C)C.[NH2:38][C:39]1[CH:44]=[CH:43][N:42]=[CH:41][CH:40]=1, predict the reaction product. The product is: [CH3:28][C:25]1[CH:26]=[CH:27][C:22]([S:19]([N:5]([C@H:6]([C:16]([OH:18])=[O:17])[CH2:7][CH2:8][CH2:9][CH2:10][NH:11][C:12]([CH2:13][NH:38][C:39]2[CH:44]=[CH:43][N:42]=[CH:41][CH:40]=2)=[O:15])[CH2:1][CH:2]([CH3:4])[CH3:3])(=[O:21])=[O:20])=[CH:23][CH:24]=1. (6) Given the reactants Br[CH2:2][CH2:3][CH2:4][CH2:5][CH2:6][C:7]1[O:8][C:9]([C:12]2[CH:17]=[CH:16][C:15]([Br:18])=[CH:14][CH:13]=2)=[CH:10][N:11]=1.[C:19]([NH2:30])(=[O:29])[C:20]1[C:21](=[CH:25][CH:26]=[CH:27][CH:28]=1)[C:22](N)=[O:23].[K].O, predict the reaction product. The product is: [Br:18][C:15]1[CH:16]=[CH:17][C:12]([C:9]2[O:8][C:7]([CH2:6][CH2:5][CH2:4][CH2:3][CH2:2][N:30]3[C:19](=[O:29])[C:20]4[C:21](=[CH:25][CH:26]=[CH:27][CH:28]=4)[C:22]3=[O:23])=[N:11][CH:10]=2)=[CH:13][CH:14]=1. (7) Given the reactants [CH2:1]([O:8][C:9]1[CH:17]=[CH:16][C:15]2[N:14]3[CH2:18][CH2:19][C:20](=O)[C:13]3=[CH:12][C:11]=2[CH:10]=1)[C:2]1[CH:7]=[CH:6][CH:5]=[CH:4][CH:3]=1.[C:22]([O:26][C:27](=[O:48])[CH:28]=P(C1C=CC=CC=1)(C1C=CC=CC=1)C1C=CC=CC=1)([CH3:25])([CH3:24])[CH3:23], predict the reaction product. The product is: [CH2:1]([O:8][C:9]1[CH:17]=[CH:16][C:15]2[N:14]3[CH2:18][CH2:19]/[C:20](=[CH:28]\[C:27]([O:26][C:22]([CH3:25])([CH3:24])[CH3:23])=[O:48])/[C:13]3=[CH:12][C:11]=2[CH:10]=1)[C:2]1[CH:3]=[CH:4][CH:5]=[CH:6][CH:7]=1. (8) Given the reactants [CH3:1][O:2][C:3]1[CH:30]=[CH:29][CH:28]=[C:27]([O:31][CH3:32])[C:4]=1[CH2:5][NH:6][C:7]([NH:9][C:10]1[S:11][CH:12]=[C:13]([CH:15]2[CH2:19][CH2:18][CH2:17][N:16]2C(OC(C)(C)C)=O)[N:14]=1)=[NH:8].[ClH:33], predict the reaction product. The product is: [ClH:33].[CH3:32][O:31][C:27]1[CH:28]=[CH:29][CH:30]=[C:3]([O:2][CH3:1])[C:4]=1[CH2:5][NH:6][C:7]([NH:9][C:10]1[S:11][CH:12]=[C:13]([CH:15]2[CH2:19][CH2:18][CH2:17][NH:16]2)[N:14]=1)=[NH:8]. (9) Given the reactants [CH:1]1([C:4]2[CH:32]=[C:31]([F:33])[C:7]3[C:8](=[O:30])[N:9]([CH2:13][C:14]4[CH:19]=[CH:18][C:17](B5OC(C)(C)C(C)(C)O5)=[CH:16][C:15]=4[F:29])[CH2:10][CH2:11][O:12][C:6]=3[CH:5]=2)[CH2:3][CH2:2]1.Cl[C:35]1[CH:40]=[CH:39][N:38]=[C:37]2[NH:41][C:42]([C:44]3[CH:45]=[N:46][N:47]([CH3:49])[CH:48]=3)=[N:43][C:36]=12.C(=O)([O-])[O-].[Na+].[Na+].C(Cl)Cl, predict the reaction product. The product is: [CH:1]1([C:4]2[CH:32]=[C:31]([F:33])[C:7]3[C:8](=[O:30])[N:9]([CH2:13][C:14]4[CH:19]=[CH:18][C:17]([C:35]5[CH:40]=[CH:39][N:38]=[C:37]6[NH:41][C:42]([C:44]7[CH:45]=[N:46][N:47]([CH3:49])[CH:48]=7)=[N:43][C:36]=56)=[CH:16][C:15]=4[F:29])[CH2:10][CH2:11][O:12][C:6]=3[CH:5]=2)[CH2:2][CH2:3]1.